From a dataset of Merck oncology drug combination screen with 23,052 pairs across 39 cell lines. Regression. Given two drug SMILES strings and cell line genomic features, predict the synergy score measuring deviation from expected non-interaction effect. (1) Drug 1: CN(C)C(=N)N=C(N)N. Drug 2: Cn1cc(-c2cnn3c(N)c(Br)c(C4CCCNC4)nc23)cn1. Cell line: ZR751. Synergy scores: synergy=-37.6. (2) Drug 1: CN(Cc1cnc2nc(N)nc(N)c2n1)c1ccc(C(=O)NC(CCC(=O)O)C(=O)O)cc1. Drug 2: NC(=O)c1cccc2cn(-c3ccc(C4CCCNC4)cc3)nc12. Cell line: SW837. Synergy scores: synergy=-7.74. (3) Drug 1: CS(=O)(=O)CCNCc1ccc(-c2ccc3ncnc(Nc4ccc(OCc5cccc(F)c5)c(Cl)c4)c3c2)o1. Drug 2: O=C(O)C1(Cc2cccc(Nc3nccs3)n2)CCC(Oc2cccc(Cl)c2F)CC1. Cell line: HT144. Synergy scores: synergy=11.0. (4) Drug 1: CC1CC2C3CCC4=CC(=O)C=CC4(C)C3(F)C(O)CC2(C)C1(O)C(=O)CO. Drug 2: COC1CC2CCC(C)C(O)(O2)C(=O)C(=O)N2CCCCC2C(=O)OC(C(C)CC2CCC(OP(C)(C)=O)C(OC)C2)CC(=O)C(C)C=C(C)C(O)C(OC)C(=O)C(C)CC(C)C=CC=CC=C1C. Cell line: UWB1289. Synergy scores: synergy=2.70. (5) Cell line: A2058. Synergy scores: synergy=-15.8. Drug 1: CN(Cc1cnc2nc(N)nc(N)c2n1)c1ccc(C(=O)NC(CCC(=O)O)C(=O)O)cc1. Drug 2: C=CCn1c(=O)c2cnc(Nc3ccc(N4CCN(C)CC4)cc3)nc2n1-c1cccc(C(C)(C)O)n1. (6) Drug 1: CC1(c2nc3c(C(N)=O)cccc3[nH]2)CCCN1. Drug 2: COC1=C2CC(C)CC(OC)C(O)C(C)C=C(C)C(OC(N)=O)C(OC)C=CC=C(C)C(=O)NC(=CC1=O)C2=O. Cell line: MSTO. Synergy scores: synergy=16.4. (7) Drug 1: CCC1(O)CC2CN(CCc3c([nH]c4ccccc34)C(C(=O)OC)(c3cc4c(cc3OC)N(C)C3C(O)(C(=O)OC)C(OC(C)=O)C5(CC)C=CCN6CCC43C65)C2)C1. Drug 2: O=C(CCCCCCC(=O)Nc1ccccc1)NO. Cell line: OV90. Synergy scores: synergy=-7.34. (8) Drug 1: O=S1(=O)NC2(CN1CC(F)(F)F)C1CCC2Cc2cc(C=CCN3CCC(C(F)(F)F)CC3)ccc2C1. Drug 2: CCc1c2c(nc3ccc(O)cc13)-c1cc3c(c(=O)n1C2)COC(=O)C3(O)CC. Cell line: NCIH460. Synergy scores: synergy=12.3. (9) Drug 2: Cn1cc(-c2cnn3c(N)c(Br)c(C4CCCNC4)nc23)cn1. Drug 1: CCC1(O)CC2CN(CCc3c([nH]c4ccccc34)C(C(=O)OC)(c3cc4c(cc3OC)N(C)C3C(O)(C(=O)OC)C(OC(C)=O)C5(CC)C=CCN6CCC43C65)C2)C1. Synergy scores: synergy=-18.9. Cell line: HT29.